Regression. Given a peptide amino acid sequence and an MHC pseudo amino acid sequence, predict their binding affinity value. This is MHC class I binding data. From a dataset of Peptide-MHC class I binding affinity with 185,985 pairs from IEDB/IMGT. (1) The peptide sequence is WIPKRNRSI. The MHC is HLA-B48:01 with pseudo-sequence HLA-B48:01. The binding affinity (normalized) is 0.0847. (2) The peptide sequence is YSEESPTSY. The MHC is HLA-A30:01 with pseudo-sequence HLA-A30:01. The binding affinity (normalized) is 0.0694.